From a dataset of Experimentally validated miRNA-target interactions with 360,000+ pairs, plus equal number of negative samples. Binary Classification. Given a miRNA mature sequence and a target amino acid sequence, predict their likelihood of interaction. (1) The miRNA is hsa-miR-7107-3p with sequence UGGUCUGUUCAUUCUCUCUUUUUGGCC. The protein sequence of the target gene is MAGSELRAELEQRLGALAIRTEVVEHPEVFTIEEMMPHIQHLKGAHSKNLFLKDKKKKNYWLVTVLHDRQINLNDLGKQLGVGSGNLRFADETAMLEKLKVGQGCATPLSLFCDDGDVKFVLDSAFLEGGHEKVYFHPMTNAATMGLSPEDFLIFVKATGHDPIILNFD. Result: 0 (no interaction). (2) The miRNA is rno-miR-221-3p with sequence AGCUACAUUGUCUGCUGGGUUUC. The protein sequence of the target gene is MAPQSLPSSRMAPLGMLLGLLMAACFTFCLSHQNLKEFALTNPEKSSTKETERKETKAEEELDAEVLEVFHPTHEWQALQPGQAVPAGSHVRLNLQTGEREAKLQYEDKFRNNLKGKRLDINTNTYTSQDLKSALAKFKEGAEMESSKEDKARQAEVKRLFRPIEELKKDFDELNVVIETDMQIMVRLINKFNSSSSSLEEKIAALFDLEYYVHQMDNAQDLLSFGGLQVVINGLNSTEPLVKEYAAFVLGAAFSSNPKVQVEAIEGGALQKLLVILATEQPLTAKKKVLFALCSLLRHF.... Result: 0 (no interaction). (3) The miRNA is mmu-miR-3097-3p with sequence CUCAGACCUUUCUACCUGUCAG. The protein sequence of the target gene is MGISRDNWHKRRKTGGKRKPYHKKRKYELGRPAANTKIGPRRIHTVRVRGGNKKYRALRLDVGNFSWGSECCTRKTRIIDVVYNASNNELVRTKTLVKNCIVLIDSTPYRQWYESHYALPLGRKKGAKLTPEEEEILNKKRSKKIQKKYDERKKNAKISSLLEEQFQQGKLLACIASRPGQCGRADGYVLEGKELEFYLRKIKARKGK. Result: 0 (no interaction). (4) The miRNA is cel-miR-70-3p with sequence UAAUACGUCGUUGGUGUUUCCAU. The protein sequence of the target gene is MATSSSAFDDELPMEEGMPELLDDEDVPSTLPSLLEQNLDTAPKGDEFKLVKRKRKSGNAIDVVMEDVSQVDEDATADTADDSTGPKSSKRTKGVKGESRVVPVPKHRYTPLKDNWVNIFTPIVKNLGLQVRFNLKKRQVEIRNPVDREDTTDLQKATDFVRAFILGFEVNDAIALIRLDHLFLETFEVADVKHSLKGDHVSRAIGRIAGKDGRTKLVIENTTKTRIVVANTKIHILGAYQNLKLARNAVCSLILGSNPSKVYGSLRNMASRGAERL. Result: 1 (interaction). (5) The miRNA is hsa-miR-7704 with sequence CGGGGUCGGCGGCGACGUG. The protein sequence of the target gene is MAARWSSENVVVEFRDSQATAMSVDCLGQHAVLSGRRFLYIVNLDAPFEGHRKISRQSKWDIGAVQWNPHDSFAHYFAASSNQRVDLYKWKDGSGEVGTTLQGHTRVISDLDWAVFEPDLLVTSSVDTYIYIWDIKDTRKPTVALSAVAGASQVKWNKKNANCLATSHDGDVRIWDKRKPSTAVEYLAAHLSKIHGLDWHPDSEHILATSSQDNSVKFWDYRQPRKYLNILPCQVPVWKARYTPFSNGLVTVMVPQLRRENSLLLWNVFDLNTPVHTFVGHDDVVLEFQWRKQKEGSKDY.... Result: 0 (no interaction). (6) The miRNA is rno-miR-206-3p with sequence UGGAAUGUAAGGAAGUGUGUGG. The protein sequence of the target gene is MAFDTHHVKKRNFSNSIDLPRKRISNFTSKNMKEVKRSPKQLAAYISRTVAQAVKSPEKLRKVLYHRKLVRRSFPNPCYKTKQSPKSGGCDMANKENELACAGHLPENLRHDSRTFVINTSDSGSSQTESPSSKYSGFFSEVSQDHETMAQVLFSRNLRLNVALTFWRKRSISELVAYLVRIEDLGVVVDCLPVLTNSLQEEKQYISLGCCVDLLPLVKSLLQSRFEEYVIVGLNWLQAVIKRWWSELSSTSEIISDGNIKILKQQLSGLWEQESHLTLVPGYTGNIAKDVDAYLLQLH. Result: 0 (no interaction). (7) The miRNA is hsa-miR-6499-3p with sequence AGCAGUGUUUGUUUUGCCCACA. The protein sequence of the target gene is MEGAKPTLQLVYQAVQALYHDPDPSGKERASFWLGELQRSVHAWEISDQLLQIRQDVESCYFAAQTMKMKIQTSFYELPTDSHASLRDSLLTHIQNLKDLSPVIVTQLALAIADLALQMPSWKGCVQTLVEKYSNDVTSLPFLLEILTVLPEEVHSRSLRIGANRRTEIIEDLAFYSSTVVSLLMTCVEKAGTDEKMLMKVFRCLGSWFNLGVLDSNFMANNKLLALLFEVLQQDKTSSNLHEAASDCVCSALYAIENVETNLPLAMQLFQGVLTLETAYHMAVAREDLDKVLNYCRIFT.... Result: 1 (interaction). (8) The miRNA is hsa-miR-101-3p with sequence UACAGUACUGUGAUAACUGAA. The protein sequence of the target gene is MSLCGTRANAKMMAAYNGGTSAAAAGHHHHHHHHLPHLPPPHLHHHHHPQHHLHPGSAAAVHPVQQHTSSAAAAAAAAAAAAAMLNPGQQQPYFPSPAPGQAPGPAAAAPAQVQAAAAATVKAHHHQHSHHPQQQLDIEPDRPIGYGAFGVVWSVTDPRDGKRVALKKMPNVFQNLVSCKRVFRELKMLCFFKHDNVLSALDILQPPHIDYFEEIYVVTELMQSDLHKIIVSPQPLSSDHVKVFLYQILRGLKYLHSAGILHRDIKPGNLLVNSNCVLKICDFGLARVEELDESRHMTQE.... Result: 0 (no interaction).